Predict the reactants needed to synthesize the given product. From a dataset of Full USPTO retrosynthesis dataset with 1.9M reactions from patents (1976-2016). (1) Given the product [Cl:13][C:14]1[C:15]([C:21]([F:22])([F:23])[F:24])=[C:16]([O:9][CH:6]2[CH2:7][CH2:8][N:2]([CH3:1])[CH2:3][C:4]3[O:12][CH:11]=[CH:10][C:5]2=3)[CH:17]=[CH:18][CH:19]=1, predict the reactants needed to synthesize it. The reactants are: [CH3:1][N:2]1[CH2:8][CH2:7][CH:6]([OH:9])[C:5]2[CH:10]=[CH:11][O:12][C:4]=2[CH2:3]1.[Cl:13][C:14]1[CH:19]=[CH:18][CH:17]=[C:16](F)[C:15]=1[C:21]([F:24])([F:23])[F:22]. (2) Given the product [NH:39]1[C:35]([C:30]2[CH:31]=[CH:32][CH:33]=[CH:34][C:29]=2[C:25]2[CH:24]=[C:23]3[C:28](=[CH:27][CH:26]=2)[C@@H:20]([N:19]2[C:6]4=[N:7][C:8]([CH2:12][C:13]5[CH:18]=[CH:17][CH:16]=[CH:15][N:14]=5)=[CH:9][C:10]([CH3:11])=[C:5]4[N:4]=[C:3]2[CH2:1][CH3:2])[CH2:21][CH2:22]3)=[N:36][N:37]=[N:38]1, predict the reactants needed to synthesize it. The reactants are: [CH2:1]([C:3]1[N:19]([C@@H:20]2[C:28]3[C:23](=[CH:24][C:25]([C:29]4[CH:34]=[CH:33][CH:32]=[CH:31][C:30]=4[C:35]4[N:39](C(C5C=CC=CC=5)(C5C=CC=CC=5)C5C=CC=CC=5)[N:38]=[N:37][N:36]=4)=[CH:26][CH:27]=3)[CH2:22][CH2:21]2)[C:6]2=[N:7][C:8]([CH2:12][C:13]3[CH:18]=[CH:17][CH:16]=[CH:15][N:14]=3)=[CH:9][C:10]([CH3:11])=[C:5]2[N:4]=1)[CH3:2]. (3) Given the product [Br:24][CH2:1][C:2]1[CH:16]=[CH:15][C:5]2[N:6]=[C:7]([C:9]3[CH:14]=[CH:13][CH:12]=[CH:11][CH:10]=3)[S:8][C:4]=2[CH:3]=1, predict the reactants needed to synthesize it. The reactants are: [CH3:1][C:2]1[CH:16]=[CH:15][C:5]2[N:6]=[C:7]([C:9]3[CH:14]=[CH:13][CH:12]=[CH:11][CH:10]=3)[S:8][C:4]=2[CH:3]=1.C1C(=O)N([Br:24])C(=O)C1.CC(N=NC(C#N)(C)C)(C#N)C.C(Cl)(Cl)(Cl)Cl. (4) Given the product [OH:11][CH2:10][CH2:9][N:8]([CH2:7][C:6]1[CH:12]=[CH:13][CH:14]=[C:4]([N+:1]([O-:3])=[O:2])[CH:5]=1)[C:15](=[O:16])[O:17][C:18]([CH3:21])([CH3:20])[CH3:19], predict the reactants needed to synthesize it. The reactants are: [N+:1]([C:4]1[CH:5]=[C:6]([CH:12]=[CH:13][CH:14]=1)[CH2:7][NH:8][CH2:9][CH2:10][OH:11])([O-:3])=[O:2].[C:15](O[C:15]([O:17][C:18]([CH3:21])([CH3:20])[CH3:19])=[O:16])([O:17][C:18]([CH3:21])([CH3:20])[CH3:19])=[O:16].C(N(CC)CC)C.O. (5) Given the product [Br:1][C:55]1[CH:56]=[C:57]2[C:49]([C:47]([C:46]3[C:41]([F:40])=[C:42]([NH:59][S:60]([CH2:63][CH2:64][CH3:65])(=[O:62])=[O:61])[CH:43]=[CH:44][CH:45]=3)=[O:48])=[CH:50][NH:51][C:52]2=[N:53][CH:54]=1, predict the reactants needed to synthesize it. The reactants are: [Br:1]C1C=C2C(=CC=1)NN=C2.ClC1C=C2C(=NC=1)NC=C2.FC1C=C2C(=NC=1)NC=C2.N1C2C(=CC=CN=2)C=C1.[F:40][C:41]1[C:46]([C:47]([C:49]2[C:57]3[C:52](=[N:53][CH:54]=[C:55](F)[CH:56]=3)[NH:51][CH:50]=2)=[O:48])=[CH:45][CH:44]=[CH:43][C:42]=1[NH:59][S:60]([CH2:63][CH2:64][CH3:65])(=[O:62])=[O:61].FC1C(C(C2C3C(=NC=CC=3)NC=2)=O)=CC=CC=1NS(CCC)(=O)=O. (6) Given the product [CH2:23]([O:22][C:18]([C:19]1[S:20][C:2]2[CH:9]=[CH:8][C:7]([O:10][CH3:11])=[CH:6][C:3]=2[CH:4]=1)=[O:21])[CH3:24].[CH2:23]([O:22][C:18](=[O:21])[CH2:25][S:26]([C:3]1[CH:6]=[C:7]([O:10][CH3:11])[C:8]([O:13][CH3:12])=[CH:9][C:2]=1[F:1])([OH:27])[CH3:28])[CH3:24], predict the reactants needed to synthesize it. The reactants are: [F:1][C:2]1[CH:9]=[CH:8][C:7]([O:10][CH3:11])=[CH:6][C:3]=1[CH:4]=O.[C:12]([O-])([O-])=[O:13].[K+].[K+].[C:18]([O:22][CH2:23][CH3:24])(=[O:21])[CH2:19][SH:20].[CH3:25][S:26]([CH3:28])=[O:27].